From a dataset of Peptide-MHC class I binding affinity with 185,985 pairs from IEDB/IMGT. Regression. Given a peptide amino acid sequence and an MHC pseudo amino acid sequence, predict their binding affinity value. This is MHC class I binding data. (1) The MHC is HLA-B51:01 with pseudo-sequence HLA-B51:01. The binding affinity (normalized) is 0.213. The peptide sequence is AVEGGLYPV. (2) The peptide sequence is FSLESDSIK. The MHC is HLA-A11:01 with pseudo-sequence HLA-A11:01. The binding affinity (normalized) is 0.414. (3) The peptide sequence is ALLFFIVAL. The MHC is HLA-A02:02 with pseudo-sequence HLA-A02:02. The binding affinity (normalized) is 0.429.